Dataset: Forward reaction prediction with 1.9M reactions from USPTO patents (1976-2016). Task: Predict the product of the given reaction. (1) Given the reactants [O:1]=[C:2]([C:15]1[CH:20]=[C:19]([F:21])[C:18]([F:22])=[C:17]([F:23])[CH:16]=1)[CH2:3][CH2:4][CH2:5][CH2:6][NH:7]C(=O)OC(C)(C)C, predict the reaction product. The product is: [NH2:7][CH2:6][CH2:5][CH2:4][CH2:3][C:2]([C:15]1[CH:16]=[C:17]([F:23])[C:18]([F:22])=[C:19]([F:21])[CH:20]=1)=[O:1]. (2) Given the reactants [CH2:1]([N:8]1[C:17]2[C:12](=[CH:13][C:14](Br)=[CH:15][CH:16]=2)[CH2:11][C@H:10]([NH:19][S:20]([C:23]2[CH:28]=[CH:27][CH:26]=[CH:25][CH:24]=2)(=[O:22])=[O:21])[C:9]1=[O:29])[C:2]1[CH:7]=[CH:6][CH:5]=[CH:4][CH:3]=1.[CH3:30][N:31](C=O)C, predict the reaction product. The product is: [CH2:1]([N:8]1[C:17]2[C:12](=[CH:13][C:14]([C:30]#[N:31])=[CH:15][CH:16]=2)[CH2:11][C@H:10]([NH:19][S:20]([C:23]2[CH:28]=[CH:27][CH:26]=[CH:25][CH:24]=2)(=[O:22])=[O:21])[C:9]1=[O:29])[C:2]1[CH:7]=[CH:6][CH:5]=[CH:4][CH:3]=1. (3) Given the reactants [C:1]([C:3]1[CH:4]=[C:5]([CH:35]=[CH:36][CH:37]=1)[CH2:6][O:7][CH2:8][CH2:9][O:10][C:11]1[CH:16]=[CH:15][C:14]([CH2:17][CH2:18][NH:19][CH2:20][C@@H:21]([C:23]2[CH:24]=[CH:25][C:26]([OH:34])=[C:27]([NH:29][S:30]([CH3:33])(=[O:32])=[O:31])[CH:28]=2)[OH:22])=[CH:13][CH:12]=1)#[N:2].C[Si](C)(C)[O-:40].[K+], predict the reaction product. The product is: [OH:22][C@H:21]([C:23]1[CH:24]=[CH:25][C:26]([OH:34])=[C:27]([NH:29][S:30]([CH3:33])(=[O:31])=[O:32])[CH:28]=1)[CH2:20][NH:19][CH2:18][CH2:17][C:14]1[CH:13]=[CH:12][C:11]([O:10][CH2:9][CH2:8][O:7][CH2:6][C:5]2[CH:4]=[C:3]([CH:37]=[CH:36][CH:35]=2)[C:1]([NH2:2])=[O:40])=[CH:16][CH:15]=1. (4) The product is: [F:1][C:2]1[C:7]2[O:8][CH2:9][O:10][C:6]=2[CH:5]=[C:4]([CH2:11][OH:12])[CH:3]=1. Given the reactants [F:1][C:2]1[C:7]2[O:8][CH2:9][O:10][C:6]=2[CH:5]=[C:4]([CH:11]=[O:12])[CH:3]=1.[BH4-].[Na+], predict the reaction product. (5) Given the reactants [CH3:1][C:2]1[CH:10]=[C:9]([N+:11]([O-])=O)[CH:8]=[CH:7][C:3]=1[C:4]([NH2:6])=[O:5], predict the reaction product. The product is: [NH2:11][C:9]1[CH:8]=[CH:7][C:3]([C:4]([NH2:6])=[O:5])=[C:2]([CH3:1])[CH:10]=1. (6) Given the reactants Br[CH2:2][CH2:3][CH2:4][CH2:5][CH2:6][CH2:7][O:8][CH2:9][C:10]1([CH3:14])[CH2:13][O:12][CH2:11]1.[OH:15][C:16]1[CH:23]=[CH:22][C:19]([CH:20]=[O:21])=[CH:18][CH:17]=1.C([O-])([O-])=O.[K+].[K+].O, predict the reaction product. The product is: [CH3:14][C:10]1([CH2:9][O:8][CH2:7][CH2:6][CH2:5][CH2:4][CH2:3][CH2:2][O:15][C:16]2[CH:23]=[CH:22][C:19]([CH:20]=[O:21])=[CH:18][CH:17]=2)[CH2:13][O:12][CH2:11]1. (7) Given the reactants [Cl:1][C:2]1[CH:7]=[CH:6][C:5]([C@:8]2([O:17][C@H:16]([CH2:18][OH:19])[C@@H:14]([OH:15])[C@H:12]([OH:13])[C@H:10]2[OH:11])[OH:9])=[CH:4][C:3]=1[CH2:20][C:21]1[CH:26]=[CH:25][C:24](OS(C(F)(F)F)(=O)=O)=[CH:23][CH:22]=1.[C:35]([C:37]1[CH:38]=[N:39][CH:40]=[CH:41][CH:42]=1)#[CH:36], predict the reaction product. The product is: [Cl:1][C:2]1[CH:7]=[CH:6][C:5]([C@:8]2([O:17][C@H:16]([CH2:18][OH:19])[C@@H:14]([OH:15])[C@H:12]([OH:13])[C@H:10]2[OH:11])[OH:9])=[CH:4][C:3]=1[CH2:20][C:21]1[CH:26]=[CH:25][C:24]([C:36]#[C:35][C:37]2[CH:38]=[N:39][CH:40]=[CH:41][CH:42]=2)=[CH:23][CH:22]=1.